Regression. Given two drug SMILES strings and cell line genomic features, predict the synergy score measuring deviation from expected non-interaction effect. From a dataset of NCI-60 drug combinations with 297,098 pairs across 59 cell lines. (1) Drug 1: C1CCN(CC1)CCOC2=CC=C(C=C2)C(=O)C3=C(SC4=C3C=CC(=C4)O)C5=CC=C(C=C5)O. Drug 2: CN(C)C1=NC(=NC(=N1)N(C)C)N(C)C. Cell line: MCF7. Synergy scores: CSS=2.22, Synergy_ZIP=-3.52, Synergy_Bliss=-1.68, Synergy_Loewe=-12.1, Synergy_HSA=-7.13. (2) Drug 1: C1=C(C(=O)NC(=O)N1)N(CCCl)CCCl. Drug 2: CCN(CC)CCNC(=O)C1=C(NC(=C1C)C=C2C3=C(C=CC(=C3)F)NC2=O)C. Cell line: K-562. Synergy scores: CSS=36.3, Synergy_ZIP=2.90, Synergy_Bliss=2.20, Synergy_Loewe=0.438, Synergy_HSA=0.910. (3) Drug 1: CN(C)C1=NC(=NC(=N1)N(C)C)N(C)C. Drug 2: C#CCC(CC1=CN=C2C(=N1)C(=NC(=N2)N)N)C3=CC=C(C=C3)C(=O)NC(CCC(=O)O)C(=O)O. Cell line: KM12. Synergy scores: CSS=7.74, Synergy_ZIP=-6.15, Synergy_Bliss=-6.11, Synergy_Loewe=-4.73, Synergy_HSA=-4.73. (4) Drug 1: CN(C(=O)NC(C=O)C(C(C(CO)O)O)O)N=O. Drug 2: COC1=C2C(=CC3=C1OC=C3)C=CC(=O)O2. Cell line: SF-539. Synergy scores: CSS=-1.53, Synergy_ZIP=5.77, Synergy_Bliss=-2.21, Synergy_Loewe=-3.99, Synergy_HSA=-4.08. (5) Drug 1: CCC1=CC2CC(C3=C(CN(C2)C1)C4=CC=CC=C4N3)(C5=C(C=C6C(=C5)C78CCN9C7C(C=CC9)(C(C(C8N6C)(C(=O)OC)O)OC(=O)C)CC)OC)C(=O)OC.C(C(C(=O)O)O)(C(=O)O)O. Drug 2: CC12CCC3C(C1CCC2O)C(CC4=C3C=CC(=C4)O)CCCCCCCCCS(=O)CCCC(C(F)(F)F)(F)F. Cell line: HOP-92. Synergy scores: CSS=30.9, Synergy_ZIP=-10.9, Synergy_Bliss=-5.66, Synergy_Loewe=-4.78, Synergy_HSA=-1.32. (6) Drug 2: CC1CCC2CC(C(=CC=CC=CC(CC(C(=O)C(C(C(=CC(C(=O)CC(OC(=O)C3CCCCN3C(=O)C(=O)C1(O2)O)C(C)CC4CCC(C(C4)OC)OCCO)C)C)O)OC)C)C)C)OC. Drug 1: C1=CN(C(=O)N=C1N)C2C(C(C(O2)CO)O)O.Cl. Cell line: ACHN. Synergy scores: CSS=38.7, Synergy_ZIP=0.251, Synergy_Bliss=0.284, Synergy_Loewe=-11.6, Synergy_HSA=-0.335. (7) Drug 1: CC1=CC=C(C=C1)C2=CC(=NN2C3=CC=C(C=C3)S(=O)(=O)N)C(F)(F)F. Drug 2: CC1=C(N=C(N=C1N)C(CC(=O)N)NCC(C(=O)N)N)C(=O)NC(C(C2=CN=CN2)OC3C(C(C(C(O3)CO)O)O)OC4C(C(C(C(O4)CO)O)OC(=O)N)O)C(=O)NC(C)C(C(C)C(=O)NC(C(C)O)C(=O)NCCC5=NC(=CS5)C6=NC(=CS6)C(=O)NCCC[S+](C)C)O. Cell line: K-562. Synergy scores: CSS=14.7, Synergy_ZIP=3.41, Synergy_Bliss=8.44, Synergy_Loewe=10.4, Synergy_HSA=8.37.